Regression. Given two drug SMILES strings and cell line genomic features, predict the synergy score measuring deviation from expected non-interaction effect. From a dataset of NCI-60 drug combinations with 297,098 pairs across 59 cell lines. (1) Drug 1: CNC(=O)C1=CC=CC=C1SC2=CC3=C(C=C2)C(=NN3)C=CC4=CC=CC=N4. Drug 2: CC1C(C(CC(O1)OC2CC(OC(C2O)C)OC3=CC4=CC5=C(C(=O)C(C(C5)C(C(=O)C(C(C)O)O)OC)OC6CC(C(C(O6)C)O)OC7CC(C(C(O7)C)O)OC8CC(C(C(O8)C)O)(C)O)C(=C4C(=C3C)O)O)O)O. Cell line: OVCAR-5. Synergy scores: CSS=4.92, Synergy_ZIP=23.3, Synergy_Bliss=19.9, Synergy_Loewe=19.8, Synergy_HSA=18.4. (2) Drug 1: CN(C)N=NC1=C(NC=N1)C(=O)N. Drug 2: C1=NC2=C(N1)C(=S)N=CN2. Cell line: NCI-H522. Synergy scores: CSS=18.8, Synergy_ZIP=-8.99, Synergy_Bliss=-10.6, Synergy_Loewe=-46.1, Synergy_HSA=-9.91. (3) Drug 1: C1CCC(C1)C(CC#N)N2C=C(C=N2)C3=C4C=CNC4=NC=N3. Drug 2: C1=NNC2=C1C(=O)NC=N2. Cell line: 786-0. Synergy scores: CSS=2.71, Synergy_ZIP=0.0885, Synergy_Bliss=-0.188, Synergy_Loewe=-3.30, Synergy_HSA=0.147. (4) Drug 1: C1=CC=C(C(=C1)C(C2=CC=C(C=C2)Cl)C(Cl)Cl)Cl. Drug 2: CCC1(C2=C(COC1=O)C(=O)N3CC4=CC5=C(C=CC(=C5CN(C)C)O)N=C4C3=C2)O.Cl. Cell line: SNB-19. Synergy scores: CSS=33.9, Synergy_ZIP=5.53, Synergy_Bliss=3.92, Synergy_Loewe=-29.2, Synergy_HSA=2.45. (5) Drug 1: CN(C)N=NC1=C(NC=N1)C(=O)N. Drug 2: C1=CC=C(C=C1)NC(=O)CCCCCCC(=O)NO. Cell line: MDA-MB-435. Synergy scores: CSS=5.96, Synergy_ZIP=-0.761, Synergy_Bliss=-0.145, Synergy_Loewe=-15.6, Synergy_HSA=-4.53. (6) Drug 1: C1=CN(C(=O)N=C1N)C2C(C(C(O2)CO)O)O.Cl. Drug 2: CN(CCCl)CCCl.Cl. Cell line: U251. Synergy scores: CSS=43.1, Synergy_ZIP=-13.5, Synergy_Bliss=-2.73, Synergy_Loewe=-2.07, Synergy_HSA=0.328.